Dataset: Reaction yield outcomes from USPTO patents with 853,638 reactions. Task: Predict the reaction yield, written as a fraction of the theoretical maximum amount of product (1.0 means a 100% yield; for example, 0.34 means a 34% yield). The reactants are [CH3:1][NH2:2].CCO.[Cl:6][C:7]1[CH:12]=[C:11]([Cl:13])[CH:10]=[CH:9][C:8]=1[N:14]=[C:15]=[O:16]. The catalyst is C1COCC1. The product is [Cl:6][C:7]1[CH:12]=[C:11]([Cl:13])[CH:10]=[CH:9][C:8]=1[NH:14][C:15]([NH:2][CH3:1])=[O:16]. The yield is 0.740.